Dataset: Forward reaction prediction with 1.9M reactions from USPTO patents (1976-2016). Task: Predict the product of the given reaction. (1) Given the reactants [S:1]1[C:5]([CH:6]=[O:7])=[CH:4][C:3]2[S:8][CH:9]=[CH:10][C:2]1=2.C(O)(=O)C.C1C(=O)N([I:22])C(=O)C1, predict the reaction product. The product is: [I:22][C:9]1[S:8][C:3]2[CH:4]=[C:5]([CH:6]=[O:7])[S:1][C:2]=2[CH:10]=1. (2) Given the reactants [C@H]12C[C@H](NC1)CN2.[ClH:8].C[CH:10]1[CH2:15][NH:14][CH2:13][CH:12]([CH3:16])[N:11]1[C:17]1[N:22]=[CH:21][CH:20]=[CH:19][N:18]=1, predict the reaction product. The product is: [ClH:8].[N:22]1[CH:21]=[CH:20][CH:19]=[N:18][C:17]=1[N:11]1[CH2:10][C@@H:15]2[CH2:16][C@H:12]1[CH2:13][NH:14]2.